Dataset: CYP2D6 inhibition data for predicting drug metabolism from PubChem BioAssay. Task: Regression/Classification. Given a drug SMILES string, predict its absorption, distribution, metabolism, or excretion properties. Task type varies by dataset: regression for continuous measurements (e.g., permeability, clearance, half-life) or binary classification for categorical outcomes (e.g., BBB penetration, CYP inhibition). Dataset: cyp2d6_veith. (1) The compound is CCCCOc1ccccc1C1CC(=O)NC2=C1C(=O)CCC2. The result is 0 (non-inhibitor). (2) The molecule is CSCC[C@@H]1NC(=O)C/C=C\[C@@H](C)COC(=O)[C@@H](CCSC)NC(=O)C/C=C\[C@@H](C)COC1=O. The result is 0 (non-inhibitor). (3) The drug is CC(=NCCN1CCOCC1)c1c(O)n(Cc2ccccc2)c(=O)[nH]c1=O. The result is 0 (non-inhibitor). (4) The compound is C[N+](C)(C)c1ccc([C@H](N)C(=O)O)cc1. The result is 0 (non-inhibitor). (5) The molecule is CN(C)C(=O)c1ccc(-c2ccc3ncnc(NC4CCNCC4)c3c2)cc1. The result is 0 (non-inhibitor). (6) The molecule is CC1=NN(c2ccccc2)C(=O)[C@@H]1N=Nc1ccc(S(N)(=O)=O)cc1. The result is 0 (non-inhibitor).